This data is from Peptide-MHC class I binding affinity with 185,985 pairs from IEDB/IMGT. The task is: Regression. Given a peptide amino acid sequence and an MHC pseudo amino acid sequence, predict their binding affinity value. This is MHC class I binding data. (1) The peptide sequence is EMWAQDAAMY. The MHC is HLA-B15:03 with pseudo-sequence HLA-B15:03. The binding affinity (normalized) is 0.762. (2) The peptide sequence is VTSPLTVEY. The MHC is HLA-B58:02 with pseudo-sequence HLA-B58:02. The binding affinity (normalized) is 0.0869. (3) The peptide sequence is NMAPEKVDF. The MHC is HLA-B48:01 with pseudo-sequence HLA-B48:01. The binding affinity (normalized) is 0.0847. (4) The peptide sequence is AALEGLSGF. The MHC is HLA-B51:01 with pseudo-sequence HLA-B51:01. The binding affinity (normalized) is 0.0847.